This data is from Peptide-MHC class II binding affinity with 134,281 pairs from IEDB. The task is: Regression. Given a peptide amino acid sequence and an MHC pseudo amino acid sequence, predict their binding affinity value. This is MHC class II binding data. (1) The peptide sequence is WIELKESWGAVWRID. The MHC is DRB5_0101 with pseudo-sequence DRB5_0101. The binding affinity (normalized) is 0.480. (2) The peptide sequence is LPPWFPPMVEGAAAEGDDG. The MHC is DRB1_0401 with pseudo-sequence DRB1_0401. The binding affinity (normalized) is 0. (3) The peptide sequence is EGHLRFLKNIILPVY. The MHC is HLA-DQA10102-DQB10602 with pseudo-sequence HLA-DQA10102-DQB10602. The binding affinity (normalized) is 0.194. (4) The peptide sequence is VFHLYLQYIRKLHDE. The MHC is DRB1_0101 with pseudo-sequence DRB1_0101. The binding affinity (normalized) is 0.646. (5) The peptide sequence is EVVKANGGYLAAGKL. The MHC is DRB1_1201 with pseudo-sequence DRB1_1201. The binding affinity (normalized) is 0.186. (6) The peptide sequence is YDKFLHNVSTVLTGK. The MHC is DRB1_1001 with pseudo-sequence DRB1_1001. The binding affinity (normalized) is 0.689. (7) The peptide sequence is IEKVDAAFKVAATAANAAPA. The MHC is DRB1_1201 with pseudo-sequence DRB1_1201. The binding affinity (normalized) is 0.234. (8) The peptide sequence is TLWQRPIVTIKIGGQLREAL. The MHC is DRB1_0405 with pseudo-sequence DRB1_0405. The binding affinity (normalized) is 0.200.